Dataset: Retrosynthesis with 50K atom-mapped reactions and 10 reaction types from USPTO. Task: Predict the reactants needed to synthesize the given product. (1) Given the product Cn1nc(C2CC2)c(C=O)c1-n1ccc2cc(Cl)cnc21, predict the reactants needed to synthesize it. The reactants are: Clc1cnc2[nH]ccc2c1.Cn1nc(C2CC2)c(C=O)c1Cl. (2) Given the product CN(C)CC1(O)CCN(c2cc(N)ncc2C#N)CC1, predict the reactants needed to synthesize it. The reactants are: CN(C)CC1(O)CCNCC1.N#Cc1cnc(N)cc1F. (3) Given the product Cc1ccn(-c2ccc(C(=O)N3C[C@@H](N(C)C(=O)N(C)c4cc(C(F)(F)F)cc(C(F)(F)F)c4)[C@H](c4ccc(F)cc4)C3)cc2)n1, predict the reactants needed to synthesize it. The reactants are: CN(C(=O)N(C)[C@@H]1CNC[C@H]1c1ccc(F)cc1)c1cc(C(F)(F)F)cc(C(F)(F)F)c1.Cc1ccn(-c2ccc(C(=O)O)cc2)n1. (4) Given the product O=C(O)C(F)(F)F, predict the reactants needed to synthesize it. The reactants are: CC(C)(C)OC(=O)N1Cc2ccc(OCC(F)(F)F)cc2C1. (5) Given the product Clc1ncnc2cc(OCCCN3CCCC3)cc(OC3CCOCC3)c12, predict the reactants needed to synthesize it. The reactants are: OCCCN1CCCC1.Oc1cc(OC2CCOCC2)c2c(Cl)ncnc2c1. (6) Given the product CN1C(=O)COc2nc(-c3ccc(C4(N)CCC4)cc3)c(CC3CC3)cc21, predict the reactants needed to synthesize it. The reactants are: CN1C(=O)COc2nc(-c3ccc(C4(NC(=O)OC(C)(C)C)CCC4)cc3)c(CC3CC3)cc21.